Dataset: CYP2C19 inhibition data for predicting drug metabolism from PubChem BioAssay. Task: Regression/Classification. Given a drug SMILES string, predict its absorption, distribution, metabolism, or excretion properties. Task type varies by dataset: regression for continuous measurements (e.g., permeability, clearance, half-life) or binary classification for categorical outcomes (e.g., BBB penetration, CYP inhibition). Dataset: cyp2c19_veith. The compound is Cc1cc([N+](=O)[O-])nn1Cc1ccccc1F. The result is 1 (inhibitor).